From a dataset of Experimentally validated miRNA-target interactions with 360,000+ pairs, plus equal number of negative samples. Binary Classification. Given a miRNA mature sequence and a target amino acid sequence, predict their likelihood of interaction. (1) The miRNA is mmu-miR-363-5p with sequence CAGGUGGAACACGAUGCAAUUU. Result: 0 (no interaction). The protein sequence of the target gene is MPRGDSEQVRYCARFSYLWLKFSLIIYSTVFWLIGGLVLSVGIYAEAERQKYKTLESAFLAPAIILILLGVVMFIVSFIGVLASLRDNLCLLQSFMYILGICLVMELIGGIVALIFRNQTIDFLNDNIRRGIENYYDDLDFKNIMDFVQKKFKCCGGEDYRDWSKNQYHDCSAPGPLACGVPYTCCIRNTTDVVNTMCGYKTIDKERLNAQNIIHVRGCTNAVLIWFMDNYTIMAGLLLGILLPQFLGVLLTLLYITRVEDIILEHSVTDGLLGPGAKSRTDTAGTGCCLCYPD. (2) The miRNA is hsa-miR-877-3p with sequence UCCUCUUCUCCCUCCUCCCAG. The protein sequence of the target gene is MSMLAERRRKQKWAVDPQNTAWSNDDSKFGQRMLEKMGWSKGKGLGAQEQGATDHIKVQVKNNHLGLGATINNEDNWIAHQDDFNQLLAELNTCHGQETTDSSDKKEKKSFSLEEKSKISKNRVHYMKFTKGKDLSSRSKTDLDCIFGKRQSKKTPEGDASPSTPEENETTTTSAFTIQEYFAKRMAALKNKPQVPVPGSDISETQVERKRGKKRNKEATGKDVESYLQPKAKRHTEGKPERAEAQERVAKKKSAPAEEQLRGPCWDQSSKASAQDAGDHVQPPEGRDFTLKPKKRRGKK.... Result: 1 (interaction). (3) The miRNA is hsa-miR-6856-3p with sequence UACAGCCCUGUGAUCUUUCCAG. The protein sequence of the target gene is MGYCSGRCTLIFICGMQLVCVLERQIFDFLGYQWAPILANFVHIIIVILGLFGTIQYRPRYITGYAVWLVLWVTWNVFVICFYLEAGDLSKETDLILTFNISMHRSWWMENGPGCTVTSVTPAPDWAPEDHRYITVSGCLLEYQYIEVAHSSLQIVLALAGFIYACYVVKCITEEEDSFDFIGGFDSYGYQGPQKTSHLQLQPMYMSK. Result: 0 (no interaction). (4) The protein sequence of the target gene is MTQGKKKKRAANRSIMLAKKIIIKDGGTPQGIGSPSVYHAVIVIFLEFFAWGLLTAPTLVVLHETFPKHTFLMNGLIQGVKGLLSFLSAPLIGALSDVWGRKSFLLLTVFFTCAPIPLMKISPWWYFAVISVSGVFAVTFSVVFAYVADITQEHERSMAYGLVSATFAASLVTSPAIGAYLGRVYGDSLVVVLATAIALLDICFILVAVPESLPEKMRPASWGAPISWEQADPFASLKKVGQDSIVLLICITVFLSYLPEAGQYSSFFLYLRQIMKFSPESVAAFIAVLGILSIIAQTIV.... The miRNA is mmu-miR-467f with sequence AUAUACACACACACACCUACA. Result: 1 (interaction). (5) The protein sequence of the target gene is MELKQSLSTHLEAEKPLRRYGAVEETAWKTERLGRNQLDIISMAETTMMPEEIELEMAKIQRLREVLVRRESELRFMMDDIQLCKDIMDLKQELQNLVAIPEKEKTKLQKQREDELIQKIHKLVQKRDFLVDDAEVERLREQEEDKEMADFLRIKLKPLDKVTKSPASSRAEKKAEPPPSKPTVAKTGLALIKDCCGATQCNIM. The miRNA is hsa-miR-1247-5p with sequence ACCCGUCCCGUUCGUCCCCGGA. Result: 0 (no interaction).